Dataset: Full USPTO retrosynthesis dataset with 1.9M reactions from patents (1976-2016). Task: Predict the reactants needed to synthesize the given product. (1) Given the product [CH2:16]([N:6]1[C:7]2[C:12](=[CH:11][CH:10]=[CH:9][CH:8]=2)[C:4]([CH3:3])=[CH:5]1)[CH3:17], predict the reactants needed to synthesize it. The reactants are: [H-].[Na+].[CH3:3][C:4]1[C:12]2[C:7](=[CH:8][CH:9]=[CH:10][CH:11]=2)[NH:6][CH:5]=1.[H][H].I[CH2:16][CH3:17]. (2) The reactants are: [Cl:1][C:2]1[CH:7]=[C:6](Cl)[N:5]=[CH:4][N:3]=1.[F:9][C:10]1[CH:15]=[C:14]([F:16])[CH:13]=[CH:12][C:11]=1B(O)O.C(=O)([O-])O.[Na+].COCCOC. Given the product [Cl:1][C:2]1[CH:7]=[C:6]([C:13]2[CH:12]=[CH:11][C:10]([F:9])=[CH:15][C:14]=2[F:16])[N:5]=[CH:4][N:3]=1, predict the reactants needed to synthesize it. (3) Given the product [NH2:26][S:27]([C:30]1[CH:31]=[CH:32][C:33]([CH2:34][NH:35][C:22]([C:16]2[CH:15]=[C:14]3[C:19]([C:20](=[O:21])[N:11]([C:5]4[N:6]=[C:7]([O:9][CH3:10])[CH:8]=[C:3]([O:2][CH3:1])[N:4]=4)[C:12](=[S:25])[NH:13]3)=[CH:18][CH:17]=2)=[O:23])=[CH:36][CH:37]=1)(=[O:28])=[O:29], predict the reactants needed to synthesize it. The reactants are: [CH3:1][O:2][C:3]1[CH:8]=[C:7]([O:9][CH3:10])[N:6]=[C:5]([N:11]2[C:20](=[O:21])[C:19]3[C:14](=[CH:15][C:16]([C:22](O)=[O:23])=[CH:17][CH:18]=3)[NH:13][C:12]2=[S:25])[N:4]=1.[NH2:26][S:27]([C:30]1[CH:37]=[CH:36][C:33]([CH2:34][NH2:35])=[CH:32][CH:31]=1)(=[O:29])=[O:28].CCN(C(C)C)C(C)C.CN(C(ON1N=NC2C=CC=NC1=2)=[N+](C)C)C.F[P-](F)(F)(F)(F)F. (4) Given the product [O:27]=[C:26]1[NH:28][C:29](=[O:30])[C:31]2[C:33]([N:8]([CH2:9][CH2:10][N:11]3[CH2:16][CH2:15][CH:14]([C:17]([O:19][C:20]([CH3:23])([CH3:22])[CH3:21])=[O:18])[CH2:13][CH2:12]3)[C:3]3[CH:4]=[CH:5][CH:6]=[CH:7][C:2]=3[N:1]=2)=[N:25]1, predict the reactants needed to synthesize it. The reactants are: [NH2:1][C:2]1[CH:7]=[CH:6][CH:5]=[CH:4][C:3]=1[NH:8][CH2:9][CH2:10][N:11]1[CH2:16][CH2:15][CH:14]([C:17]([O:19][C:20]([CH3:23])([CH3:22])[CH3:21])=[O:18])[CH2:13][CH2:12]1.O.[NH:25]1[C:33](=O)[C:31](=O)[C:29](=[O:30])[NH:28][C:26]1=[O:27].[B]=O. (5) Given the product [CH3:18][O:17][C:14]1[CH:15]=[C:16]2[C:11](=[CH:12][C:13]=1[O:19][CH2:20][CH2:21][CH2:22][N:23]1[CH2:28][CH2:27][N:26]([CH3:29])[CH2:25][CH2:24]1)[N:10]=[CH:9][NH:8][C:7]2=[O:6], predict the reactants needed to synthesize it. The reactants are: ClC1C=CC([O:6][C:7]2[C:16]3[C:11](=[CH:12][C:13]([O:19][CH2:20][CH2:21][CH2:22][N:23]4[CH2:28][CH2:27][N:26]([CH3:29])[CH2:25][CH2:24]4)=[C:14]([O:17][CH3:18])[CH:15]=3)[N:10]=[CH:9][N:8]=2)=C(F)C=1.Cl.C(=O)([O-])O.[Na+]. (6) Given the product [Cl:29][C:30]1[CH:35]=[CH:34][C:33]([NH:36][C:20]([CH2:19][CH:18]([C:5]2[C:4]([CH:1]3[CH2:3][CH2:2]3)=[C:8]([CH:9]3[CH2:12][CH:11]([CH2:13][C:14]([CH3:17])([CH3:15])[CH3:16])[CH2:10]3)[O:7][N:6]=2)[CH2:23][CH2:24][C:25]([O:27][CH3:28])=[O:26])=[O:21])=[C:32]([CH3:37])[CH:31]=1, predict the reactants needed to synthesize it. The reactants are: [CH:1]1([C:4]2[C:5]([CH:18]([CH2:23][CH2:24][C:25]([O:27][CH3:28])=[O:26])[CH2:19][C:20]([O-])=[O:21])=[N:6][O:7][C:8]=2[CH:9]2[CH2:12][CH:11]([CH2:13][C:14]([CH3:17])([CH3:16])[CH3:15])[CH2:10]2)[CH2:3][CH2:2]1.[Cl:29][C:30]1[CH:35]=[CH:34][C:33]([NH2:36])=[C:32]([CH3:37])[CH:31]=1.C1C=CC2N(O)N=NC=2C=1.CCN=C=NCCCN(C)C.Cl.C(=O)(O)[O-].[Na+]. (7) Given the product [CH:1]1([O:6][C:7]2[CH:8]=[C:9]([C:10]3[CH2:19][C:18]([C:20]4[CH:25]=[CH:24][CH:23]=[CH:22][N:21]=4)([CH3:30])[O:12][N:11]=3)[CH:13]=[CH:14][C:15]=2[O:16][CH3:17])[CH2:2][CH2:3][CH2:4][CH2:5]1, predict the reactants needed to synthesize it. The reactants are: [CH:1]1([O:6][C:7]2[CH:8]=[C:9]([CH:13]=[CH:14][C:15]=2[O:16][CH3:17])[CH:10]=[N:11][OH:12])[CH2:5][CH2:4][CH2:3][CH2:2]1.[CH:18]([C:20]1[CH:25]=[CH:24][CH:23]=[CH:22][N:21]=1)=[CH2:19].Cl[O-].[Na+].O1CCC[CH2:30]1.